This data is from Catalyst prediction with 721,799 reactions and 888 catalyst types from USPTO. The task is: Predict which catalyst facilitates the given reaction. (1) Reactant: [Li]CCCC.[CH3:6][O:7][CH2:8][O:9][C:10]1[C:11]([C:16]#[N:17])=[N:12][CH:13]=[CH:14][CH:15]=1.CN([CH:21]=[O:22])C.[Cl-].[NH4+]. Product: [CH:21]([C:15]1[CH:14]=[CH:13][N:12]=[C:11]([C:16]#[N:17])[C:10]=1[O:9][CH2:8][O:7][CH3:6])=[O:22]. The catalyst class is: 1. (2) Reactant: [C:1]1([N:7]2[C:11]3[CH:12]=[C:13]([C:16]#[N:17])[CH:14]=[CH:15][C:10]=3[N:9]=[CH:8]2)[CH:6]=[CH:5][CH:4]=[CH:3][CH:2]=1.[I:18][CH3:19]. Product: [I-:18].[C:16]([C:13]1[CH:14]=[CH:15][C:10]2[N+:9]([CH3:19])=[CH:8][N:7]([C:1]3[CH:6]=[CH:5][CH:4]=[CH:3][CH:2]=3)[C:11]=2[CH:12]=1)#[N:17]. The catalyst class is: 11. (3) Reactant: [NH2:1][C:2]1[CH:7]=[CH:6][C:5]([C@@H:8]2[O:13][CH2:12][CH2:11][N:10]([C@@H](C3C=CC=CC=3)C)[CH2:9]2)=[CH:4][CH:3]=1.C([O-])=O.[NH4+].CO.O. Product: [NH:10]1[CH2:11][CH2:12][O:13][C@@H:8]([C:5]2[CH:6]=[CH:7][C:2]([NH2:1])=[CH:3][CH:4]=2)[CH2:9]1. The catalyst class is: 312. (4) Reactant: [CH:1]([C:4]1[CH:9]=[C:8]([CH:10]([CH3:12])[CH3:11])[CH:7]=[C:6]([CH:13]([CH3:15])[CH3:14])[C:5]=1[C:16]1[CH:21]=[CH:20][CH:19]=[CH:18][C:17]=1[PH:22](=O)OCC)([CH3:3])[CH3:2].[H-].[Al+3].[Li+].[H-].[H-].[H-].Cl[Si](C)(C)C.[PH2](=O)[O-].Cl. Product: [CH:1]([C:4]1[CH:9]=[C:8]([CH:10]([CH3:11])[CH3:12])[CH:7]=[C:6]([CH:13]([CH3:14])[CH3:15])[C:5]=1[C:16]1[CH:21]=[CH:20][CH:19]=[CH:18][C:17]=1[PH2:22])([CH3:2])[CH3:3]. The catalyst class is: 25.